This data is from Forward reaction prediction with 1.9M reactions from USPTO patents (1976-2016). The task is: Predict the product of the given reaction. (1) Given the reactants Br[C:2]1[CH:7]=[CH:6][C:5]([O:8][CH2:9][CH3:10])=[CH:4][C:3]=1[O:11][CH:12]([CH3:14])[CH3:13].C(=O)(O)[O-].[Na+].[CH3:20][N:21](C=O)C, predict the reaction product. The product is: [CH2:9]([O:8][C:5]1[CH:6]=[CH:7][C:2]([C:20]#[N:21])=[C:3]([O:11][CH:12]([CH3:14])[CH3:13])[CH:4]=1)[CH3:10]. (2) Given the reactants [CH:1]1([S:4](Cl)(=[O:6])=[O:5])[CH2:3][CH2:2]1.[NH2:8][C:9]1[C:28]([C:29]2[CH:34]=[CH:33][CH:32]=[C:31]([C:35](=[O:46])[NH:36][C:37]([C:40]3[CH:45]=[CH:44][CH:43]=[CH:42][CH:41]=3)([CH3:39])[CH3:38])[CH:30]=2)=[CH:27][C:12]2[C:13]([C:23]([NH:25][CH3:26])=[O:24])=[C:14]([C:16]3[CH:21]=[CH:20][C:19]([F:22])=[CH:18][CH:17]=3)[O:15][C:11]=2[CH:10]=1, predict the reaction product. The product is: [CH:1]1([S:4]([NH:8][C:9]2[C:28]([C:29]3[CH:34]=[CH:33][CH:32]=[C:31]([C:35](=[O:46])[NH:36][C:37]([C:40]4[CH:41]=[CH:42][CH:43]=[CH:44][CH:45]=4)([CH3:39])[CH3:38])[CH:30]=3)=[CH:27][C:12]3[C:13]([C:23]([NH:25][CH3:26])=[O:24])=[C:14]([C:16]4[CH:17]=[CH:18][C:19]([F:22])=[CH:20][CH:21]=4)[O:15][C:11]=3[CH:10]=2)(=[O:6])=[O:5])[CH2:3][CH2:2]1. (3) Given the reactants [NH2:1][C:2]1[CH:3]=[CH:4][C:5]([C:8](OC)=[O:9])=[N:6][CH:7]=1.[H-].[H-].[H-].[H-].[Li+].[Al+3], predict the reaction product. The product is: [NH2:1][C:2]1[CH:3]=[CH:4][C:5]([CH2:8][OH:9])=[N:6][CH:7]=1. (4) Given the reactants Br[C:2]1[S:6][C:5]([C:7]([OH:9])=[O:8])=[CH:4][CH:3]=1.[C:10]([C:13]1[S:14][C:15](B(O)O)=[CH:16][CH:17]=1)(=[O:12])[CH3:11].C(=O)([O-])[O-].[K+].[K+].O1CCOCC1, predict the reaction product. The product is: [C:10]([C:13]1[S:14][C:15]([C:2]2[S:6][C:5]([C:7]([OH:9])=[O:8])=[CH:4][CH:3]=2)=[CH:16][CH:17]=1)(=[O:12])[CH3:11].